This data is from Full USPTO retrosynthesis dataset with 1.9M reactions from patents (1976-2016). The task is: Predict the reactants needed to synthesize the given product. (1) Given the product [OH:12][C@H:9]1[CH2:10][C:11]2[C:2]([NH:1][C:21](=[O:22])[CH2:20][O:19][C:18]3[CH:17]=[CH:16][C:15]([C:14]([F:26])([F:13])[F:27])=[CH:25][CH:24]=3)=[CH:3][CH:4]=[CH:5][C:6]=2[CH2:7][CH2:8]1, predict the reactants needed to synthesize it. The reactants are: [NH2:1][C:2]1[CH:3]=[CH:4][CH:5]=[C:6]2[C:11]=1[CH2:10][C@H:9]([OH:12])[CH2:8][CH2:7]2.[F:13][C:14]([F:27])([F:26])[C:15]1[CH:25]=[CH:24][C:18]([O:19][CH2:20][C:21](O)=[O:22])=[CH:17][CH:16]=1. (2) The reactants are: [F:1][C:2]([F:46])([F:45])[C:3]1[CH:4]=[C:5]([C@H:13]2[O:17][C:16](=[O:18])[N:15]([CH2:19][C:20]3[C:25]([C:26]4[S:30][C:29]([C:31]5[CH:39]=[CH:38][C:34]([C:35]([OH:37])=[O:36])=[CH:33][C:32]=5[CH3:40])=[N:28][C:27]=4[CH3:41])=[CH:24][N:23]=[C:22](SC)[N:21]=3)[C@H:14]2[CH3:44])[CH:6]=[C:7]([C:9]([F:12])([F:11])[F:10])[CH:8]=1.[S:47]([O-:52])(O[O-])(=O)=[O:48].[K+].[K+].[CH3:55]OC(C)(C)C. Given the product [F:46][C:2]([F:1])([F:45])[C:3]1[CH:4]=[C:5]([C@H:13]2[O:17][C:16](=[O:18])[N:15]([CH2:19][C:20]3[C:25]([C:26]4[S:30][C:29]([C:31]5[CH:39]=[CH:38][C:34]([C:35]([OH:37])=[O:36])=[CH:33][C:32]=5[CH3:40])=[N:28][C:27]=4[CH3:41])=[CH:24][N:23]=[C:22]([S:47]([CH3:55])(=[O:52])=[O:48])[N:21]=3)[C@H:14]2[CH3:44])[CH:6]=[C:7]([C:9]([F:12])([F:11])[F:10])[CH:8]=1, predict the reactants needed to synthesize it. (3) The reactants are: [CH2:1]([O:8][C:9]1[CH:14]=[CH:13][N:12]([CH2:15][C:16]([C:18]2[CH:23]=[CH:22][C:21]([CH2:24]Br)=[C:20]([F:26])[CH:19]=2)=[O:17])[C:11](=[O:27])[CH:10]=1)[C:2]1[CH:7]=[CH:6][CH:5]=[CH:4][CH:3]=1.[OH:28][C:29]1([CH3:35])[CH2:34][CH2:33][NH:32][CH2:31][CH2:30]1. Given the product [CH2:1]([O:8][C:9]1[CH:14]=[CH:13][N:12]([CH2:15][C:16]([C:18]2[CH:23]=[CH:22][C:21]([CH2:24][N:32]3[CH2:33][CH2:34][C:29]([OH:28])([CH3:35])[CH2:30][CH2:31]3)=[C:20]([F:26])[CH:19]=2)=[O:17])[C:11](=[O:27])[CH:10]=1)[C:2]1[CH:7]=[CH:6][CH:5]=[CH:4][CH:3]=1, predict the reactants needed to synthesize it. (4) Given the product [C:22]([OH:24])(=[O:23])[CH3:21].[NH:18]1[CH:19]=[CH:20][C:16]([NH:15][C:9](=[NH:14])[C:10]([F:11])([F:12])[F:13])=[N:17]1, predict the reactants needed to synthesize it. The reactants are: ClC1C=CC([SH-][C:9](=[NH:14])[C:10]([F:13])([F:12])[F:11])=CC=1.[NH2:15][C:16]1[CH:20]=[CH:19][NH:18][N:17]=1.[CH3:21][C:22]([OH:24])=[O:23]. (5) Given the product [Br:1][C:2]1[CH:3]=[C:4]([CH3:17])[C:5]2[O:6][CH2:7][C:8](=[O:9])[NH:14][C:12]=2[CH:13]=1, predict the reactants needed to synthesize it. The reactants are: [Br:1][C:2]1[CH:13]=[C:12]([N+:14]([O-])=O)[C:5]([O:6][CH2:7][C:8](OC)=[O:9])=[C:4]([CH3:17])[CH:3]=1.C(O)(=O)C. (6) Given the product [NH2:15][CH2:2][C:3]1[CH:10]=[CH:9][C:6]([C:7]#[N:8])=[C:5]([O:11][CH3:12])[CH:4]=1, predict the reactants needed to synthesize it. The reactants are: Br[CH2:2][C:3]1[CH:10]=[CH:9][C:6]([C:7]#[N:8])=[C:5]([O:11][CH3:12])[CH:4]=1.CO.[NH3:15].N.CO.